From a dataset of Catalyst prediction with 721,799 reactions and 888 catalyst types from USPTO. Predict which catalyst facilitates the given reaction. (1) Reactant: [Li+].[OH-].[OH:3][CH2:4][C:5]1[CH:6]=[C:7]([C:11]2[N:16]=[C:15]([C:17]([NH:19][C:20]3[C:25]([CH3:26])=[CH:24][N:23]=[C:22]([C:27]([O:29]CC)=[O:28])[C:21]=3[CH3:32])=[O:18])[C:14]([CH3:33])=[CH:13][CH:12]=2)[CH:8]=[CH:9][CH:10]=1.Cl. Product: [OH:3][CH2:4][C:5]1[CH:6]=[C:7]([C:11]2[N:16]=[C:15]([C:17]([NH:19][C:20]3[C:25]([CH3:26])=[CH:24][N:23]=[C:22]([C:27]([OH:29])=[O:28])[C:21]=3[CH3:32])=[O:18])[C:14]([CH3:33])=[CH:13][CH:12]=2)[CH:8]=[CH:9][CH:10]=1. The catalyst class is: 776. (2) Reactant: [F:1][C:2]1[C:3]([NH:20][C:21]2[CH:26]=[CH:25][C:24]([C:27]#[C:28][Si](C)(C)C)=[CH:23][C:22]=2[F:33])=[C:4]([C:9]2[O:13][C:12]([NH:14][CH2:15][C@@H:16]([OH:19])[CH2:17][OH:18])=[N:11][N:10]=2)[CH:5]=[CH:6][C:7]=1[F:8].[F-].[Cs+].C(O)(=O)C.O. Product: [C:27]([C:24]1[CH:25]=[CH:26][C:21]([NH:20][C:3]2[C:2]([F:1])=[C:7]([F:8])[CH:6]=[CH:5][C:4]=2[C:9]2[O:13][C:12]([NH:14][CH2:15][C@@H:16]([OH:19])[CH2:17][OH:18])=[N:11][N:10]=2)=[C:22]([F:33])[CH:23]=1)#[CH:28]. The catalyst class is: 5. (3) Reactant: [CH2:1]([NH:4][C:5]1[C:14]2[C:9](=[CH:10][CH:11]=[C:12]([N+:15]([O-:17])=[O:16])[CH:13]=2)[N:8]=[C:7](Cl)[N:6]=1)[CH:2]=[CH2:3].[CH:19]1([NH2:25])[CH2:24][CH2:23][CH2:22][CH2:21][CH2:20]1. Product: [CH2:1]([NH:4][C:5]1[C:14]2[C:9](=[CH:10][CH:11]=[C:12]([N+:15]([O-:17])=[O:16])[CH:13]=2)[N:8]=[C:7]([NH:25][CH:19]2[CH2:24][CH2:23][CH2:22][CH2:21][CH2:20]2)[N:6]=1)[CH:2]=[CH2:3]. The catalyst class is: 6. (4) Reactant: Cl.CO.[C:4]([C:6]1[CH:7]=[C:8]2[N:14]=[C:13]([C:15]([C:21]3[C:29]([CH2:30][CH3:31])=[CH:28][C:27]([CH3:32])=[C:26]4[C:22]=3[CH:23]=[CH:24][N:25]4[C:33]([O:35][C:36]([CH3:39])([CH3:38])[CH3:37])=[O:34])([OH:20])[C:16]([F:19])([F:18])[F:17])[N:12](COCC[Si](C)(C)C)[C:9]2=[N:10][CH:11]=1)#[N:5].C([O-])(O)=O.[Na+]. Product: [C:4]([C:6]1[CH:7]=[C:8]2[N:14]=[C:13]([C:15]([C:21]3[C:29]([CH2:30][CH3:31])=[CH:28][C:27]([CH3:32])=[C:26]4[C:22]=3[CH:23]=[CH:24][N:25]4[C:33]([O:35][C:36]([CH3:37])([CH3:39])[CH3:38])=[O:34])([OH:20])[C:16]([F:19])([F:18])[F:17])[NH:12][C:9]2=[N:10][CH:11]=1)#[N:5]. The catalyst class is: 6. (5) Reactant: C([O:7][CH2:8][C@@H:9]([O:34][C:35]([CH3:38])([CH3:37])[CH3:36])[C:10]1[C:11]([C:27]2[CH:32]=[CH:31][C:30]([Cl:33])=[CH:29][CH:28]=2)=[C:12]2[C:17](=[CH:18][C:19]=1[CH3:20])[N:16]=[C:15]([C:21]1[CH:26]=[CH:25][CH:24]=[CH:23][N:22]=1)[CH:14]=[CH:13]2)(=O)C(C)(C)C.[OH-].[Na+]. Product: [C:35]([O:34][C@@H:9]([C:10]1[C:11]([C:27]2[CH:28]=[CH:29][C:30]([Cl:33])=[CH:31][CH:32]=2)=[C:12]2[C:17](=[CH:18][C:19]=1[CH3:20])[N:16]=[C:15]([C:21]1[CH:26]=[CH:25][CH:24]=[CH:23][N:22]=1)[CH:14]=[CH:13]2)[CH2:8][OH:7])([CH3:38])([CH3:36])[CH3:37]. The catalyst class is: 193.